From a dataset of Catalyst prediction with 721,799 reactions and 888 catalyst types from USPTO. Predict which catalyst facilitates the given reaction. (1) Reactant: [S:1]1[C:9]2[C:4](=[N:5][CH:6]=[CH:7][CH:8]=2)[N:3]=[C:2]1[O:10][C:11]1[CH:18]=[CH:17][C:14]([CH:15]=O)=[CH:13][CH:12]=1.C[O:20][C:21](=[O:25])[CH2:22][CH2:23][NH2:24].[OH-].[Na+].C(O[BH-](OC(=O)C)OC(=O)C)(=O)C.[Na+]. Product: [S:1]1[C:9]2[C:4](=[N:5][CH:6]=[CH:7][CH:8]=2)[N:3]=[C:2]1[O:10][C:11]1[CH:18]=[CH:17][C:14]([CH2:15][NH:24][CH2:23][CH2:22][C:21]([OH:25])=[O:20])=[CH:13][CH:12]=1. The catalyst class is: 5. (2) Product: [F:23][C:17]1[C:18]([F:22])=[CH:19][CH:20]=[CH:21][C:16]=1[C@H:13]1[CH2:12][N:11]([CH2:24][CH2:25][S:26]([CH3:28])=[O:27])[C:10](=[O:29])[C@H:9]([NH:8][C:31]([N:58]2[CH2:59][CH2:60][CH:55]([N:47]3[C:48]4[C:49](=[N:50][CH:51]=[CH:52][CH:53]=4)[NH:54][C:46]3=[O:45])[CH2:56][CH2:57]2)=[O:32])[CH2:15][CH2:14]1. The catalyst class is: 7. Reactant: C(N(CC)CC)C.[NH2:8][C@@H:9]1[CH2:15][CH2:14][C@@H:13]([C:16]2[CH:21]=[CH:20][CH:19]=[C:18]([F:22])[C:17]=2[F:23])[CH2:12][N:11]([CH2:24][CH2:25][S:26]([CH3:28])=[O:27])[C:10]1=[O:29].Cl[C:31](OC1C=CC([N+]([O-])=O)=CC=1)=[O:32].Cl.Cl.[O:45]=[C:46]1[NH:54][C:49]2=[N:50][CH:51]=[CH:52][CH:53]=[C:48]2[N:47]1[CH:55]1[CH2:60][CH2:59][NH:58][CH2:57][CH2:56]1. (3) Reactant: [C:9](O[C:9]([O:11][C:12]([CH3:15])([CH3:14])[CH3:13])=[O:10])([O:11][C:12]([CH3:15])([CH3:14])[CH3:13])=[O:10].[NH2:16][C:17]1[CH:22]=[CH:21][C:20]([CH3:23])=[CH:19][N:18]=1. Product: [C:12]([O:11][C:9](=[O:10])[NH:16][C:17]1[CH:22]=[CH:21][C:20]([CH3:23])=[CH:19][N:18]=1)([CH3:13])([CH3:14])[CH3:15]. The catalyst class is: 64.